This data is from Forward reaction prediction with 1.9M reactions from USPTO patents (1976-2016). The task is: Predict the product of the given reaction. (1) Given the reactants Cl[C:2]1[CH:3]=[C:4]2[C:12](=[O:13])[C:11]3[CH:14]=[C:15]([CH2:18][S:19]([NH:22][CH2:23][C:24]4[CH:29]=[CH:28][CH:27]=[CH:26][N:25]=4)(=[O:21])=[O:20])[CH:16]=[CH:17][C:10]=3[CH:9]=[CH:8][C:5]2=[N:6][CH:7]=1.[CH3:30][N:31]1[CH:35]=[C:34](B2OC(C)(C)C(C)(C)O2)[CH:33]=[N:32]1.[F-].[K+].F[B-](F)(F)F.C([PH+](C(C)(C)C)C(C)(C)C)(C)(C)C, predict the reaction product. The product is: [CH3:30][N:31]1[CH:35]=[C:34]([C:2]2[CH:3]=[C:4]3[C:12](=[O:13])[C:11]4[CH:14]=[C:15]([CH2:18][S:19]([NH:22][CH2:23][C:24]5[CH:29]=[CH:28][CH:27]=[CH:26][N:25]=5)(=[O:21])=[O:20])[CH:16]=[CH:17][C:10]=4[CH:9]=[CH:8][C:5]3=[N:6][CH:7]=2)[CH:33]=[N:32]1. (2) Given the reactants C([O:8][C:9]1[CH:14]=[CH:13][C:12]([CH:15]2[O:20][CH2:19][CH2:18][N:17]([CH2:21][CH2:22][CH3:23])[CH2:16]2)=[CH:11][CH:10]=1)C1C=CC=CC=1.C([O-])=O.[NH4+], predict the reaction product. The product is: [CH2:21]([N:17]1[CH2:18][CH2:19][O:20][CH:15]([C:12]2[CH:11]=[CH:10][C:9]([OH:8])=[CH:14][CH:13]=2)[CH2:16]1)[CH2:22][CH3:23]. (3) Given the reactants [Br:1][C:2]1[CH:7]=[CH:6][C:5]([C@@H:8]2[CH2:10][C@H:9]2[NH:11]C(=O)OC(C)(C)C)=[CH:4][CH:3]=1.Cl, predict the reaction product. The product is: [Br:1][C:2]1[CH:3]=[CH:4][C:5]([C@@H:8]2[CH2:10][C@H:9]2[NH2:11])=[CH:6][CH:7]=1. (4) Given the reactants [B-](F)(F)(F)F.[B-](F)(F)(F)F.C1[N+]2(CCl)CC[N+]([F:21])(CC2)C1.[CH2:22]([O:24][C:25](=[O:38])[C:26]1[CH:31]=[C:30]([C:32]([F:35])([F:34])[F:33])[C:29]([Cl:36])=[CH:28][C:27]=1[NH2:37])[CH3:23], predict the reaction product. The product is: [CH2:22]([O:24][C:25](=[O:38])[C:26]1[CH:31]=[C:30]([C:32]([F:35])([F:34])[F:33])[C:29]([Cl:36])=[C:28]([F:21])[C:27]=1[NH2:37])[CH3:23]. (5) Given the reactants [CH3:1][N:2]([CH2:4][C:5]1[N:10]=[CH:9][C:8]([C:11]2[CH:16]=[CH:15][C:14]([C@H:17]3[O:21]C(C)(C)[N:19]([C:24](=[O:28])[CH:25]([F:27])[F:26])[C@@H:18]3[CH2:29][F:30])=[CH:13][CH:12]=2)=[CH:7][CH:6]=1)[CH3:3].FC(F)(F)C(O)=O, predict the reaction product. The product is: [CH3:3][N:2]([CH2:4][C:5]1[N:10]=[CH:9][C:8]([C:11]2[CH:12]=[CH:13][C:14]([C@@H:17]([OH:21])[C@@H:18]([NH:19][C:24](=[O:28])[CH:25]([F:26])[F:27])[CH2:29][F:30])=[CH:15][CH:16]=2)=[CH:7][CH:6]=1)[CH3:1]. (6) Given the reactants C([Si](C)(C)[O:6][CH2:7][CH:8]([NH:18][C:19]1[N:24]=[C:23]([NH2:25])[C:22]([O:26][C:27]2[CH:32]=[C:31]([C:33]#[C:34][Si](C)(C)C)[C:30]([O:39][CH3:40])=[CH:29][C:28]=2[CH:41]([CH3:43])[CH3:42])=[CH:21][N:20]=1)[C:9](C)(C)[O:10][SiH2]C(C)(C)C)(C)(C)C.[F-].C([N+](CCCC)(CCCC)CCCC)CCC, predict the reaction product. The product is: [NH2:25][C:23]1[C:22]([O:26][C:27]2[CH:32]=[C:31]([C:33]#[CH:34])[C:30]([O:39][CH3:40])=[CH:29][C:28]=2[CH:41]([CH3:43])[CH3:42])=[CH:21][N:20]=[C:19]([NH:18][CH:8]([CH2:7][OH:6])[CH2:9][OH:10])[N:24]=1. (7) Given the reactants [CH3:1][NH2:2].[C:3]([O:7][C:8]([CH3:11])([CH3:10])[CH3:9])(=[O:6])[CH:4]=[CH2:5].CCOC(C)=O.CO, predict the reaction product. The product is: [C:8]([O:7][C:3](=[O:6])[CH2:4][CH2:5][NH:2][CH3:1])([CH3:11])([CH3:10])[CH3:9]. (8) Given the reactants NC1C=CC(OC2C=C3C(=CC=2)OC(C2C=CC=CC=2)CC3)=NC=1.[F:25][C:26]1[CH:31]=[CH:30][C:29]([F:32])=[CH:28][C:27]=1[CH:33]1[CH2:42][CH2:41][C:40]2[C:35](=[CH:36][CH:37]=[C:38]([O:43][C:44]3[CH:49]=[CH:48][C:47]([N+:50]([O-])=O)=[CH:46][N:45]=3)[CH:39]=2)[O:34]1, predict the reaction product. The product is: [F:25][C:26]1[CH:31]=[CH:30][C:29]([F:32])=[CH:28][C:27]=1[CH:33]1[CH2:42][CH2:41][C:40]2[C:35](=[CH:36][CH:37]=[C:38]([O:43][C:44]3[N:45]=[CH:46][C:47]([NH2:50])=[CH:48][CH:49]=3)[CH:39]=2)[O:34]1. (9) Given the reactants [CH2:1]([NH2:8])[C:2]1[CH:7]=[CH:6][CH:5]=[CH:4][CH:3]=1.N[C:10]1[N:15]=[CH:14]N=[C:12]([O:16][C:17]2[CH:22]=[CH:21][C:20]([NH:23]C(NC(=O)CC3C=CC(F)=CC=3)=S)=[CH:19][C:18]=2[F:37])[CH:11]=1.[C:38]([O-])([O-])=O.[K+].[K+], predict the reaction product. The product is: [NH2:23][C:20]1[CH:21]=[CH:22][C:17]([O:16][C:12]2[CH:11]=[CH:10][N:15]=[C:14]([NH:8][CH2:1][C:2]3[CH:7]=[CH:6][CH:5]=[CH:4][CH:3]=3)[CH:38]=2)=[C:18]([F:37])[CH:19]=1.